From a dataset of Full USPTO retrosynthesis dataset with 1.9M reactions from patents (1976-2016). Predict the reactants needed to synthesize the given product. Given the product [C:16]([N:18]1[C:3]([OH:8])([C:4]([F:7])([F:6])[F:5])[CH2:2][S:20]/[C:19]/1=[N:21]\[CH2:22][CH2:23][NH:24][C:25](=[O:31])[O:26][C:27]([CH3:29])([CH3:28])[CH3:30])#[N:12], predict the reactants needed to synthesize it. The reactants are: Br[CH2:2][C:3](=[O:8])[C:4]([F:7])([F:6])[F:5].CC1C=C(C)[N:12]([C:16]([NH:18][C:19]([NH:21][CH2:22][CH2:23][NH:24][C:25](=[O:31])[O:26][C:27]([CH3:30])([CH3:29])[CH3:28])=[S:20])=N)N=1.